From a dataset of Catalyst prediction with 721,799 reactions and 888 catalyst types from USPTO. Predict which catalyst facilitates the given reaction. (1) Reactant: [NH2:1][C:2]1[NH:6][N:5]=[C:4]([C:7]2[CH:12]=[CH:11][C:10]([Br:13])=[CH:9][CH:8]=2)[CH:3]=1.[CH3:14]/[C:15](/N)=[CH:16]\[C:17]#[N:18]. Product: [Br:13][C:10]1[CH:11]=[CH:12][C:7]([C:4]2[CH:3]=[C:2]3[N:1]=[C:15]([CH3:14])[CH:16]=[C:17]([NH2:18])[N:6]3[N:5]=2)=[CH:8][CH:9]=1. The catalyst class is: 15. (2) Reactant: [F-].C([N+](CCCC)(CCCC)CCCC)CCC.[Cl:19][C:20]1[CH:25]=[CH:24][CH:23]=[C:22]([C:26]#[N:27])[C:21]=1[N:28]1[C:32]2=[N:33][CH:34]=[N:35][C:36]([O:37][C@@H:38]([CH2:49][O:50][C@H:51]([CH3:64])[CH2:52][O:53][Si](C(C)C)(C(C)C)C(C)C)[C:39]([NH:41][C:42]3[CH:47]=[CH:46][C:45]([Cl:48])=[CH:44][N:43]=3)=[O:40])=[C:31]2[CH:30]=[N:29]1. Product: [Cl:19][C:20]1[CH:25]=[CH:24][CH:23]=[C:22]([C:26]#[N:27])[C:21]=1[N:28]1[C:32]2[N:33]=[CH:34][N:35]=[C:36]([O:37][C@@H:38]([CH2:49][O:50][C@H:51]([CH3:64])[CH2:52][OH:53])[C:39]([NH:41][C:42]3[CH:47]=[CH:46][C:45]([Cl:48])=[CH:44][N:43]=3)=[O:40])[C:31]=2[CH:30]=[N:29]1. The catalyst class is: 7. (3) Reactant: [NH2:1][C:2]1[C:10]2[C:9]([CH3:11])=[C:8]([CH3:12])[N:7]=[N:6][C:5]=2[S:4][C:3]=1[C:13]([OH:15])=O.C(N(CC)C(C)C)(C)C.CN(C(ON1N=NC2C=CC=NC1=2)=[N+](C)C)C.F[P-](F)(F)(F)(F)F.[F:49][CH:50]([F:62])[S:51]([C:54]1[CH:59]=[CH:58][C:57]([CH2:60][NH2:61])=[CH:56][CH:55]=1)(=[O:53])=[O:52]. Product: [NH2:1][C:2]1[C:10]2[C:9]([CH3:11])=[C:8]([CH3:12])[N:7]=[N:6][C:5]=2[S:4][C:3]=1[C:13]([NH:61][CH2:60][C:57]1[CH:58]=[CH:59][C:54]([S:51]([CH:50]([F:62])[F:49])(=[O:53])=[O:52])=[CH:55][CH:56]=1)=[O:15]. The catalyst class is: 9. (4) Reactant: [C:1]1([NH2:8])[CH:6]=[CH:5][CH:4]=[CH:3][C:2]=1[NH2:7].Br[C:10]1[CH:18]=[CH:17][C:16]([O:19][CH3:20])=[CH:15][C:11]=1[C:12](O)=[O:13].O. Product: [CH3:20][O:19][C:16]1[CH:17]=[CH:18][C:10]2[NH:7][C:2]3[CH:3]=[CH:4][CH:5]=[CH:6][C:1]=3[NH:8][C:12](=[O:13])[C:11]=2[CH:15]=1. The catalyst class is: 159. (5) Reactant: [OH:1][CH:2]1[CH2:18][C:17]2[C:5]([CH3:24])([CH:6]3[CH:14]([CH2:15][CH:16]=2)[CH:13]2[C:9]([CH3:22])([CH:10]([C:19](=O)[CH3:20])[CH2:11][CH2:12]2)[CH2:8][CH:7]3[OH:23])[CH2:4][CH2:3]1.[NH2:25][NH2:26]. Product: [N:25](=[C:19](/[C@@H:10]1[C@:9]2([CH3:22])[C@H:13]([C@H:14]3[C@H:6]([C@@H:7]([OH:23])[CH2:8]2)[C@:5]2([CH3:24])[C:17]([CH2:18][C@@H:2]([OH:1])[CH2:3][CH2:4]2)=[CH:16][CH2:15]3)[CH2:12][CH2:11]1)\[CH3:20])\[NH2:26]. The catalyst class is: 8. (6) Reactant: C([O:3][C:4]([C:6]1[C:7]([NH:26][CH3:27])=[N:8][C:9]2[C:14]([C:15]=1[CH2:16][C:17]1[CH:22]=[CH:21][CH:20]=[CH:19][C:18]=1[Cl:23])=[CH:13][C:12]([Cl:24])=[CH:11][C:10]=2[F:25])=[O:5])C.[OH-].[Na+]. Product: [Cl:24][C:12]1[CH:13]=[C:14]2[C:9](=[C:10]([F:25])[CH:11]=1)[N:8]=[C:7]([NH:26][CH3:27])[C:6]([C:4]([OH:5])=[O:3])=[C:15]2[CH2:16][C:17]1[CH:22]=[CH:21][CH:20]=[CH:19][C:18]=1[Cl:23]. The catalyst class is: 8. (7) Reactant: O[CH2:2][C:3]1[N:8]=[C:7]([C:9]([N:11]2[CH2:16][CH2:15][N:14]([C:17]([O:19][C:20]([CH3:23])([CH3:22])[CH3:21])=[O:18])[CH2:13][CH2:12]2)=[O:10])[CH:6]=[CH:5][CH:4]=1.C(N(C(C)C)CC)(C)C.CS([Cl:37])(=O)=O. Product: [Cl:37][CH2:2][C:3]1[N:8]=[C:7]([C:9]([N:11]2[CH2:16][CH2:15][N:14]([C:17]([O:19][C:20]([CH3:23])([CH3:22])[CH3:21])=[O:18])[CH2:13][CH2:12]2)=[O:10])[CH:6]=[CH:5][CH:4]=1. The catalyst class is: 2.